From a dataset of Reaction yield outcomes from USPTO patents with 853,638 reactions. Predict the reaction yield, written as a fraction of the theoretical maximum amount of product (1.0 means a 100% yield; for example, 0.34 means a 34% yield). The catalyst is O.Cl[Pd](Cl)([P](C1C=CC=CC=1)(C1C=CC=CC=1)C1C=CC=CC=1)[P](C1C=CC=CC=1)(C1C=CC=CC=1)C1C=CC=CC=1.[Cu]I.C1C=CC(P(C2C=CC=CC=2)C2C=CC=CC=2)=CC=1. The reactants are Cl[C:2]1[C:7]([C:8]([F:11])([F:10])[F:9])=[CH:6][N:5]=[C:4]([NH:12][C:13]2[CH:14]=[CH:15][C:16]([C:19](=[O:21])[CH3:20])=[N:17][CH:18]=2)[N:3]=1.CCN([CH2:27][CH3:28])CC.C[N:30]([CH:32]=[O:33])C. The yield is 0.790. The product is [C:19]([C:16]1[N:17]=[CH:18][C:13]([NH:12][C:4]2[N:3]=[C:2]([C:20]#[C:19][C:16]3[CH:15]=[CH:14][CH:13]=[CH:18][C:27]=3[CH2:28][C:32]([NH2:30])=[O:33])[C:7]([C:8]([F:11])([F:10])[F:9])=[CH:6][N:5]=2)=[CH:14][CH:15]=1)(=[O:21])[CH3:20].